From a dataset of Full USPTO retrosynthesis dataset with 1.9M reactions from patents (1976-2016). Predict the reactants needed to synthesize the given product. (1) Given the product [NH2:8][C@@H:9]([C:22]([N:24]1[CH2:25][CH2:26][CH:27]([N:30]2[N:39]=[C:38]([C:40]3[CH:45]=[CH:44][C:43]([O:46][CH3:47])=[C:42]([O:48][CH3:49])[CH:41]=3)[C@@H:37]3[C@@H:32]([CH2:33][CH2:34][CH2:35][CH2:36]3)[C:31]2=[O:50])[CH2:28][CH2:29]1)=[O:23])[CH2:10][CH2:11][C:12]([O:14][CH2:15][C:16]1[CH:21]=[CH:20][CH:19]=[CH:18][CH:17]=1)=[O:13], predict the reactants needed to synthesize it. The reactants are: C(OC([NH:8][C@@H:9]([C:22]([N:24]1[CH2:29][CH2:28][CH:27]([N:30]2[N:39]=[C:38]([C:40]3[CH:45]=[CH:44][C:43]([O:46][CH3:47])=[C:42]([O:48][CH3:49])[CH:41]=3)[C@@H:37]3[C@@H:32]([CH2:33][CH2:34][CH2:35][CH2:36]3)[C:31]2=[O:50])[CH2:26][CH2:25]1)=[O:23])[CH2:10][CH2:11][C:12]([O:14][CH2:15][C:16]1[CH:21]=[CH:20][CH:19]=[CH:18][CH:17]=1)=[O:13])=O)(C)(C)C.FC(F)(F)C(O)=O.C(=O)(O)[O-].[Na+]. (2) Given the product [NH:11]1[C:15]2[CH:16]=[CH:17][CH:18]=[CH:19][C:14]=2[N:13]=[C:12]1[CH:8]([NH:9][C:10]([NH:23][CH:24]1[CH2:29][CH2:28][CH:27]([CH2:30][CH2:31][OH:32])[CH2:26][CH2:25]1)=[O:20])[CH2:7][C:6]1[CH:21]=[CH:22][C:3]([O:2][CH3:1])=[CH:4][CH:5]=1, predict the reactants needed to synthesize it. The reactants are: [CH3:1][O:2][C:3]1[CH:22]=[CH:21][C:6]([CH2:7][CH:8]2[C:12]3=[N:13][C:14]4[CH:19]=[CH:18][CH:17]=[CH:16][C:15]=4[N:11]3[C:10](=[O:20])[NH:9]2)=[CH:5][CH:4]=1.[NH2:23][CH:24]1[CH2:29][CH2:28][CH:27]([CH2:30][CH2:31][OH:32])[CH2:26][CH2:25]1.C(O)(C(F)(F)F)=O. (3) Given the product [CH3:15][C:16]1[CH:21]=[CH:20][N:19]([C:22]2[CH:23]=[CH:24][C:25]([N:28]3[CH2:29][CH2:30][N:31]([CH2:2][CH2:3][C:4]4[C:12]5[C:7](=[CH:8][CH:9]=[C:10]([C:13]#[N:14])[CH:11]=5)[NH:6][CH:5]=4)[CH2:32][CH2:33]3)=[CH:26][CH:27]=2)[C:18](=[O:34])[CH:17]=1, predict the reactants needed to synthesize it. The reactants are: O=[CH:2][CH2:3][C:4]1[C:12]2[C:7](=[CH:8][CH:9]=[C:10]([C:13]#[N:14])[CH:11]=2)[NH:6][CH:5]=1.[CH3:15][C:16]1[CH:21]=[CH:20][N:19]([C:22]2[CH:27]=[CH:26][C:25]([N:28]3[CH2:33][CH2:32][NH:31][CH2:30][CH2:29]3)=[CH:24][CH:23]=2)[C:18](=[O:34])[CH:17]=1.C([BH3-])#N.[Na+].C(O)(=O)C.